From a dataset of Catalyst prediction with 721,799 reactions and 888 catalyst types from USPTO. Predict which catalyst facilitates the given reaction. Reactant: [Br:1][C:2]1[C:3]([Cl:21])=[CH:4][C:5]([O:19]C)=[C:6]([CH:18]=1)[C:7]([N:9]([CH3:17])[C:10]1[CH:15]=[CH:14][CH:13]=[CH:12][C:11]=1[CH3:16])=[O:8].B(Br)(Br)Br. Product: [Br:1][C:2]1[C:3]([Cl:21])=[CH:4][C:5]([OH:19])=[C:6]([CH:18]=1)[C:7]([N:9]([CH3:17])[C:10]1[CH:15]=[CH:14][CH:13]=[CH:12][C:11]=1[CH3:16])=[O:8]. The catalyst class is: 2.